The task is: Regression. Given a peptide amino acid sequence and an MHC pseudo amino acid sequence, predict their binding affinity value. This is MHC class I binding data.. This data is from Peptide-MHC class I binding affinity with 185,985 pairs from IEDB/IMGT. The peptide sequence is EVAESVMFM. The MHC is HLA-B44:02 with pseudo-sequence HLA-B44:02. The binding affinity (normalized) is 0.0847.